Dataset: CYP2D6 inhibition data for predicting drug metabolism from PubChem BioAssay. Task: Regression/Classification. Given a drug SMILES string, predict its absorption, distribution, metabolism, or excretion properties. Task type varies by dataset: regression for continuous measurements (e.g., permeability, clearance, half-life) or binary classification for categorical outcomes (e.g., BBB penetration, CYP inhibition). Dataset: cyp2d6_veith. (1) The molecule is O=C(Nc1ccc2c(c1)Cc1ccccc1-2)[C@@H]1[C@H](C(=O)O)[C@]2(Cl)C(Cl)=C(Cl)[C@@]1(Cl)C2(Cl)Cl. The result is 0 (non-inhibitor). (2) The compound is COc1cccc(Nc2ncc3nc(-c4ccc(Cl)cc4)c(=O)n(CCC#N)c3n2)c1. The result is 0 (non-inhibitor). (3) The molecule is O=C(O)C(=O)/C=C(\O)c1ccc(Br)cc1. The result is 0 (non-inhibitor).